The task is: Binary Classification. Given a drug SMILES string, predict its activity (active/inactive) in a high-throughput screening assay against a specified biological target.. This data is from Cav3 T-type calcium channel HTS with 100,875 compounds. (1) The molecule is O1C2(C(C3(C(O)(CC2)C(OC(=O)CC3)(C)C)C)Cc2c1c(c1c(c2OC)C(OC1)=O)C)C. The result is 0 (inactive). (2) The drug is Fc1c(CNC2CC(=O)N(C2=O)c2ccccc2)cccc1. The result is 0 (inactive). (3) The drug is OC1(C2(C(C(CCC2)(C)C)C(=O)C=C1C)C)CO. The result is 0 (inactive). (4) The compound is Fc1c(C2N(C(=O)C3C2C=CCC3C)Cc2ccccc2)ccc(c1)c1ccc(OC)cc1. The result is 0 (inactive). (5) The compound is s1c2=Nc3c(NC(N4CCN(CC4)C)=c2cc1C)cccc3. The result is 0 (inactive). (6) The drug is O(C(=O)C1CCCN(C1)C(=O)Cc1c2c([nH]c1C(O)=O)cccc2)CC. The result is 0 (inactive). (7) The molecule is O(c1c(/C=N\CC2(CCCC2)c2ccccc2)cc(OC)c(OC)c1)C. The result is 0 (inactive).